This data is from Reaction yield outcomes from USPTO patents with 853,638 reactions. The task is: Predict the reaction yield, written as a fraction of the theoretical maximum amount of product (1.0 means a 100% yield; for example, 0.34 means a 34% yield). (1) The yield is 0.670. The reactants are [Cl:1][C:2]1[CH:3]=[C:4]2[C:9](=[CH:10][C:11]=1[O:12][C:13]1[CH:21]=[CH:20][C:16]([C:17](O)=[O:18])=[CH:15][CH:14]=1)[O:8][CH2:7][CH2:6][CH:5]2[C:22]([O:24][CH2:25][CH3:26])=[O:23].C(Cl)(=O)C(Cl)=O.[Cl:33][C:34]1[CH:35]=[C:36]([C:40]2[N:45]=[CH:44][C:43]([NH2:46])=[CH:42][N:41]=2)[CH:37]=[CH:38][CH:39]=1.CCN(C(C)C)C(C)C. The catalyst is C(Cl)Cl.CN(C=O)C. The product is [Cl:1][C:2]1[CH:3]=[C:4]2[C:9](=[CH:10][C:11]=1[O:12][C:13]1[CH:21]=[CH:20][C:16]([C:17](=[O:18])[NH:46][C:43]3[CH:44]=[N:45][C:40]([C:36]4[CH:37]=[CH:38][CH:39]=[C:34]([Cl:33])[CH:35]=4)=[N:41][CH:42]=3)=[CH:15][CH:14]=1)[O:8][CH2:7][CH2:6][CH:5]2[C:22]([O:24][CH2:25][CH3:26])=[O:23]. (2) The reactants are [C:1]([C:3]1[CH:4]=[C:5]([C:26]2[CH:31]=[CH:30][CH:29]=[C:28]([CH2:32][NH:33][C:34](=[O:40])[O:35][C:36]([CH3:39])([CH3:38])[CH3:37])[CH:27]=2)[CH:6]=[C:7]([O:9][C:10]2[C:15]([F:16])=[CH:14][C:13]([F:17])=[C:12]([C:18]3[CH:23]=[CH:22][CH:21]=[CH:20][C:19]=3[CH:24]=[O:25])[N:11]=2)[CH:8]=1)#[N:2].[O-:41]Cl=O.[Na+]. The catalyst is CC#N.O. The product is [C:36]([O:35][C:34]([NH:33][CH2:32][C:28]1[CH:27]=[C:26]([C:5]2[CH:4]=[C:3]([C:1]#[N:2])[CH:8]=[C:7]([O:9][C:10]3[N:11]=[C:12]([C:18]4[CH:23]=[CH:22][CH:21]=[CH:20][C:19]=4[C:24]([OH:41])=[O:25])[C:13]([F:17])=[CH:14][C:15]=3[F:16])[CH:6]=2)[CH:31]=[CH:30][CH:29]=1)=[O:40])([CH3:37])([CH3:39])[CH3:38]. The yield is 0.930. (3) The reactants are [NH2:1][C:2]1[N:23]=[C:22]([C:24]#[C:25][CH2:26][O:27][CH3:28])[CH:21]=[CH:20][C:3]=1[C:4]([NH:6][CH2:7][C:8]1[S:9][C:10]([O:13][C:14]2[CH:19]=[CH:18][CH:17]=[CH:16][CH:15]=2)=[CH:11][CH:12]=1)=[O:5].O1CCCC1.N1C2C(=CC=CC=2)C=CC=1. The catalyst is [Pd].CC([O-])=O.CC([O-])=O.[Pb+2].C(#N)C.O.FC(F)(F)C(O)=O. The product is [NH2:1][C:2]1[N:23]=[C:22](/[CH:24]=[CH:25]\[CH2:26][O:27][CH3:28])[CH:21]=[CH:20][C:3]=1[C:4]([NH:6][CH2:7][C:8]1[S:9][C:10]([O:13][C:14]2[CH:19]=[CH:18][CH:17]=[CH:16][CH:15]=2)=[CH:11][CH:12]=1)=[O:5]. The yield is 0.310. (4) The reactants are [CH3:1][C:2]1[C:6]([CH2:7][N:8]2[CH:12]=[C:11]([N:13]3[C:17](=[O:18])[CH2:16][NH:15][C:14]3=[O:19])[CH:10]=[N:9]2)=[C:5]([CH3:20])[O:4][N:3]=1.Br[CH2:22][C:23]1[CH:28]=[CH:27][C:26]([O:29][CH3:30])=[CH:25][CH:24]=1. No catalyst specified. The product is [CH3:1][C:2]1[C:6]([CH2:7][N:8]2[CH:12]=[C:11]([N:13]3[C:17](=[O:18])[CH2:16][N:15]([CH2:22][C:23]4[CH:28]=[CH:27][C:26]([O:29][CH3:30])=[CH:25][CH:24]=4)[C:14]3=[O:19])[CH:10]=[N:9]2)=[C:5]([CH3:20])[O:4][N:3]=1. The yield is 0.190. (5) The reactants are [CH2:1]([Li])CCC.[C:6]([NH:10][C:11]([C:13]1[CH:18]=[C:17]([Cl:19])[CH:16]=[CH:15][N:14]=1)=[O:12])([CH3:9])([CH3:8])[CH3:7].IC.[NH4+].[Cl-]. The catalyst is C1COCC1. The product is [C:6]([NH:10][C:11]([C:13]1[C:18]([CH3:1])=[C:17]([Cl:19])[CH:16]=[CH:15][N:14]=1)=[O:12])([CH3:9])([CH3:7])[CH3:8]. The yield is 0.760. (6) The reactants are [I:1][CH3:2].[F:3][C:4]1[CH:5]=[C:6]([NH:17][C:18]([NH2:20])=[S:19])[CH:7]=[C:8]([F:16])[C:9]=1[N:10]1[CH:14]=[N:13][C:12]([CH3:15])=[N:11]1. The catalyst is C(O)C. The product is [IH:1].[F:3][C:4]1[CH:5]=[C:6]([NH:17][C:18]([S:19][CH3:2])=[NH:20])[CH:7]=[C:8]([F:16])[C:9]=1[N:10]1[CH:14]=[N:13][C:12]([CH3:15])=[N:11]1. The yield is 0.920. (7) The reactants are Br[C:2]1[CH:3]=[N:4][C:5]2[C:10]([CH:11]=1)=[CH:9][CH:8]=[CH:7][N:6]=2.[Cl:12][C:13]1[C:18]([NH:19][S:20]([C:23]2[CH:28]=[CH:27][C:26]([F:29])=[CH:25][CH:24]=2)(=[O:22])=[O:21])=[CH:17][C:16](C2OC3(C)C(C)(C3)O2)=[CH:15][N:14]=1.C(=O)([O-])[O-].[Na+].[Na+].O1CCOCC1. The catalyst is O.C1C=CC([P]([Pd]([P](C2C=CC=CC=2)(C2C=CC=CC=2)C2C=CC=CC=2)([P](C2C=CC=CC=2)(C2C=CC=CC=2)C2C=CC=CC=2)[P](C2C=CC=CC=2)(C2C=CC=CC=2)C2C=CC=CC=2)(C2C=CC=CC=2)C2C=CC=CC=2)=CC=1. The product is [Cl:12][C:13]1[C:18]([NH:19][S:20]([C:23]2[CH:28]=[CH:27][C:26]([F:29])=[CH:25][CH:24]=2)(=[O:22])=[O:21])=[CH:17][C:16]([C:2]2[CH:3]=[N:4][C:5]3[C:10]([CH:11]=2)=[CH:9][CH:8]=[CH:7][N:6]=3)=[CH:15][N:14]=1. The yield is 0.670. (8) The product is [Br:1][C:2]1[CH:3]=[C:4]2[C:9](=[CH:10][CH:11]=1)[N:8]=[C:7]([Cl:15])[CH:6]=[N:5]2. The yield is -0.580. The reactants are [Br:1][C:2]1[CH:3]=[C:4]2[C:9](=[CH:10][CH:11]=1)[N:8]=[C:7](O)[CH:6]=[N:5]2.P(Cl)(Cl)([Cl:15])=O.Cl.C([O-])(O)=O.[Na+]. The catalyst is CN(C=O)C. (9) The product is [Cl:22][C:16]1[CH:15]=[C:14]([O:10][CH2:9][CH2:8][O:7][CH:2]2[CH2:3][CH2:4][CH2:5][CH2:6][O:1]2)[C:19]([C:20]#[N:21])=[CH:18][N:17]=1. The reactants are [O:1]1[CH2:6][CH2:5][CH2:4][CH2:3][CH:2]1[O:7][CH2:8][CH2:9][OH:10].[H-].[Na+].Cl[C:14]1[C:19]([C:20]#[N:21])=[CH:18][N:17]=[C:16]([Cl:22])[CH:15]=1. The catalyst is CN(C=O)C. The yield is 0.600.